Dataset: Forward reaction prediction with 1.9M reactions from USPTO patents (1976-2016). Task: Predict the product of the given reaction. (1) Given the reactants Br[C:2]1[CH:27]=[CH:26][C:5]([CH2:6][O:7][CH2:8][C@@H:9]2[CH2:11][C@@H:10]2[CH:12]2[CH2:17][CH2:16][N:15]([C:18]3[N:23]=[CH:22][C:21]([CH2:24][CH3:25])=[CH:20][N:19]=3)[CH2:14][CH2:13]2)=[CH:4][CH:3]=1.C([Li])CCC.[CH2:33]1[O:36][C@@H:34]1[CH3:35].B(F)(F)F.CCOCC, predict the reaction product. The product is: [CH2:24]([C:21]1[CH:20]=[N:19][C:18]([N:15]2[CH2:16][CH2:17][CH:12]([C@H:10]3[CH2:11][C@H:9]3[CH2:8][O:7][CH2:6][C:5]3[CH:26]=[CH:27][C:2]([CH2:33][C@H:34]([OH:36])[CH3:35])=[CH:3][CH:4]=3)[CH2:13][CH2:14]2)=[N:23][CH:22]=1)[CH3:25]. (2) Given the reactants CC1(C)C(C)(C)OB([C:9]2[CH:14]=[CH:13][C:12]([C:15]3[CH:20]=[CH:19][C:18]([C@H:21]([N:23]4[CH2:27][CH2:26][CH2:25][CH2:24]4)[CH3:22])=[CH:17][CH:16]=3)=[CH:11][CH:10]=2)O1.[NH2:29][C:30]1[N:35]=[CH:34][C:33](Br)=[CH:32][N:31]=1, predict the reaction product. The product is: [N:23]1([CH:21]([C:18]2[CH:19]=[CH:20][C:15]([C:12]3[CH:13]=[CH:14][C:9]([C:33]4[CH:32]=[N:31][C:30]([NH2:29])=[N:35][CH:34]=4)=[CH:10][CH:11]=3)=[CH:16][CH:17]=2)[CH3:22])[CH2:27][CH2:26][CH2:25][CH2:24]1. (3) Given the reactants [CH2:1]([O:8][C:9]1[CH:10]=[C:11](/[CH:18]=[C:19](/[C:23]2[CH:28]=[CH:27][CH:26]=[CH:25][CH:24]=2)\[C:20](=[O:22])[CH3:21])[CH:12]=[CH:13][C:14]=1[N+:15]([O-])=O)[C:2]1[CH:7]=[CH:6][CH:5]=[CH:4][CH:3]=1, predict the reaction product. The product is: [NH2:15][C:14]1[CH:13]=[CH:12][C:11](/[CH:18]=[C:19](/[C:23]2[CH:28]=[CH:27][CH:26]=[CH:25][CH:24]=2)\[C:20](=[O:22])[CH3:21])=[CH:10][C:9]=1[O:8][CH2:1][C:2]1[CH:3]=[CH:4][CH:5]=[CH:6][CH:7]=1. (4) Given the reactants [Cl:1][C:2]1[C:7]([Cl:8])=[CH:6][CH:5]=[CH:4][C:3]=1[N:9]1[CH2:14][CH2:13][N:12]([CH2:15][CH2:16][CH2:17][N:18]2C(=O)C3C(=CC=CC=3)C2=O)[CH2:11][CH2:10]1.O.NN, predict the reaction product. The product is: [ClH:1].[ClH:1].[Cl:1][C:2]1[C:7]([Cl:8])=[CH:6][CH:5]=[CH:4][C:3]=1[N:9]1[CH2:10][CH2:11][N:12]([CH2:15][CH2:16][CH2:17][NH2:18])[CH2:13][CH2:14]1. (5) Given the reactants [N:1]1([CH2:6][C:7]2[CH:12]=[CH:11][C:10]([N:13]3[CH2:18][CH2:17][CH:16]([CH:19]=O)[CH2:15][CH2:14]3)=[CH:9][CH:8]=2)[CH2:5][CH2:4][CH2:3][CH2:2]1.[NH:21]1[CH2:26][CH2:25][CH2:24][CH2:23][CH2:22]1, predict the reaction product. The product is: [N:1]1([CH2:6][C:7]2[CH:12]=[CH:11][C:10]([N:13]3[CH2:18][CH2:17][CH:16]([CH2:19][N:21]4[CH2:26][CH2:25][CH2:24][CH2:23][CH2:22]4)[CH2:15][CH2:14]3)=[CH:9][CH:8]=2)[CH2:5][CH2:4][CH2:3][CH2:2]1. (6) Given the reactants [C:1]1([C:7]2[N:11]3[N:12]=[C:13]([O:18][CH3:19])[CH:14]=[C:15]([O:16][CH3:17])[C:10]3=[N:9][C:8]=2[C:20]2[CH:25]=[CH:24][C:23]([C:26]3([NH:30]C(=O)OC(C)(C)C)[CH2:29][CH2:28][CH2:27]3)=[CH:22][CH:21]=2)[CH:6]=[CH:5][CH:4]=[CH:3][CH:2]=1.C(Cl)Cl.Cl.[OH-].[Na+], predict the reaction product. The product is: [CH3:19][O:18][C:13]1[CH:14]=[C:15]([O:16][CH3:17])[C:10]2[N:11]([C:7]([C:1]3[CH:2]=[CH:3][CH:4]=[CH:5][CH:6]=3)=[C:8]([C:20]3[CH:21]=[CH:22][C:23]([C:26]4([NH2:30])[CH2:27][CH2:28][CH2:29]4)=[CH:24][CH:25]=3)[N:9]=2)[N:12]=1.